This data is from Full USPTO retrosynthesis dataset with 1.9M reactions from patents (1976-2016). The task is: Predict the reactants needed to synthesize the given product. (1) The reactants are: [CH2:1]([O:4][CH2:5][CH2:6][O:7][C:8]1[CH:13]=[CH:12][C:11]([C:14]2[CH:15]=[CH:16][C:17]3[N:24]([CH2:25][CH2:26][CH3:27])[CH2:23][CH2:22][CH2:21][C:20]([C:28]([O:30]C)=[O:29])=[CH:19][C:18]=3[CH:32]=2)=[CH:10][CH:9]=1)[CH2:2][CH3:3].[OH-].[Na+].Cl. Given the product [CH2:1]([O:4][CH2:5][CH2:6][O:7][C:8]1[CH:13]=[CH:12][C:11]([C:14]2[CH:15]=[CH:16][C:17]3[N:24]([CH2:25][CH2:26][CH3:27])[CH2:23][CH2:22][CH2:21][C:20]([C:28]([OH:30])=[O:29])=[CH:19][C:18]=3[CH:32]=2)=[CH:10][CH:9]=1)[CH2:2][CH3:3], predict the reactants needed to synthesize it. (2) Given the product [Cl:1][C:2]1[CH:3]=[C:4]([C:12]2[O:16][N:15]=[C:14]([CH:17]([OH:27])[CH2:18][C:19]3[CH:20]=[CH:21][C:22]([CH2:23][N:28]4[CH2:31][CH:30]([C:32]([OH:34])=[O:33])[CH2:29]4)=[CH:25][CH:26]=3)[CH:13]=2)[CH:5]=[CH:6][C:7]=1[O:8][CH:9]([CH3:11])[CH3:10], predict the reactants needed to synthesize it. The reactants are: [Cl:1][C:2]1[CH:3]=[C:4]([C:12]2[O:16][N:15]=[C:14]([CH:17]([OH:27])[CH2:18][C:19]3[CH:26]=[CH:25][C:22]([CH:23]=O)=[CH:21][CH:20]=3)[CH:13]=2)[CH:5]=[CH:6][C:7]=1[O:8][CH:9]([CH3:11])[CH3:10].[NH:28]1[CH2:31][CH:30]([C:32]([OH:34])=[O:33])[CH2:29]1.C(O)(=O)C.C([BH3-])#N. (3) Given the product [N+:19]([O-:22])([O-:21])=[O:20].[N:1]1([CH2:6][CH2:7][O:8][C:9]2[CH:15]=[CH:14][C:12]([NH:13][C:17]([NH2:18])=[NH2+:16])=[CH:11][CH:10]=2)[CH:5]=[CH:4][N:3]=[N:2]1, predict the reactants needed to synthesize it. The reactants are: [N:1]1([CH2:6][CH2:7][O:8][C:9]2[CH:15]=[CH:14][C:12]([NH2:13])=[CH:11][CH:10]=2)[CH:5]=[CH:4][N:3]=[N:2]1.[N:16]#[C:17][NH2:18].[N+:19]([O-:22])([OH:21])=[O:20].NC(N)=N. (4) Given the product [F:11][C:7]1[CH:6]=[C:5]([CH:3]([OH:4])[CH:2]([NH:1][C:34]([C:23]2[CH:24]=[CH:25][CH:26]=[C:27]3[CH2:33][CH2:32][CH2:31][CH:30]=[CH:29][C:28]=23)=[O:35])[CH2:12][C:13]2[CH:14]=[CH:15][C:16]([C:19]([F:22])([F:20])[F:21])=[CH:17][CH:18]=2)[CH:10]=[CH:9][CH:8]=1, predict the reactants needed to synthesize it. The reactants are: [NH2:1][CH:2]([CH2:12][C:13]1[CH:18]=[CH:17][C:16]([C:19]([F:22])([F:21])[F:20])=[CH:15][CH:14]=1)[CH:3]([C:5]1[CH:10]=[CH:9][CH:8]=[C:7]([F:11])[CH:6]=1)[OH:4].[C:23]1([C:34](O)=[O:35])[CH:24]=[CH:25][CH:26]=[C:27]2[CH2:33][CH2:32][CH2:31][CH:30]=[CH:29][C:28]=12.Cl.C(N=C=NCCCN(C)C)C.ON1C2C=CC=CC=2N=N1. (5) Given the product [NH2:22][C@@:5]1([C:17]([F:21])([F:20])[CH2:18][OH:19])[C:4]2[C:14](=[CH:15][CH:16]=[C:2]([Br:1])[CH:3]=2)[O:13][C@:7]2([CH2:12][CH2:11][CH2:10][O:9][CH2:8]2)[CH2:6]1, predict the reactants needed to synthesize it. The reactants are: [Br:1][C:2]1[CH:3]=[C:4]2[C:14](=[CH:15][CH:16]=1)[O:13][C:7]1([CH2:12][CH2:11][CH2:10][O:9][CH2:8]1)[CH2:6][C@:5]2([NH:22][S@@](C(C)(C)C)=O)[C:17]([F:21])([F:20])[CH2:18][OH:19]. (6) Given the product [CH3:12][N:1]1[CH:5]=[N:4][C:3]([C:6]([O:8][CH3:9])=[O:7])=[N:2]1, predict the reactants needed to synthesize it. The reactants are: [NH:1]1[CH:5]=[N:4][C:3]([C:6]([O:8][CH3:9])=[O:7])=[N:2]1.[H-].[Na+].[CH3:12]I. (7) Given the product [CH2:40]([O:42][C:5]1[N:10]=[C:9]([O:11][C:12]2[CH:17]=[CH:16][C:15]([F:18])=[C:14]([F:19])[CH:13]=2)[C:8]([C:20]2[CH:25]=[CH:24][C:23]([Cl:26])=[CH:22][CH:21]=2)=[C:7]([C:27]2[CH:32]=[CH:31][C:30]([Cl:33])=[CH:29][C:28]=2[Cl:34])[N:6]=1)[CH3:41], predict the reactants needed to synthesize it. The reactants are: CS([C:5]1[N:10]=[C:9]([O:11][C:12]2[CH:17]=[CH:16][C:15]([F:18])=[C:14]([F:19])[CH:13]=2)[C:8]([C:20]2[CH:25]=[CH:24][C:23]([Cl:26])=[CH:22][CH:21]=2)=[C:7]([C:27]2[CH:32]=[CH:31][C:30]([Cl:33])=[CH:29][C:28]=2[Cl:34])[N:6]=1)(=O)=O.C([Li])CCC.[CH2:40]([OH:42])[CH3:41]. (8) Given the product [NH2:25][C:4]1[C:3]([C:30]#[C:29]/[CH:28]=[CH:27]/[CH2:26][NH:31][C:32](=[O:38])[O:33][C:34]([CH3:36])([CH3:35])[CH3:37])=[N:8][CH:7]=[N:6][C:5]=1[NH:9][C:10]1[CH:15]=[CH:14][C:13]([O:16][C:17]2[CH:18]=[N:19][C:20]([CH3:23])=[CH:21][CH:22]=2)=[C:12]([CH3:24])[CH:11]=1, predict the reactants needed to synthesize it. The reactants are: I.I[C:3]1[N:8]=[CH:7][N:6]=[C:5]([NH:9][C:10]2[CH:15]=[CH:14][C:13]([O:16][C:17]3[CH:18]=[N:19][C:20]([CH3:23])=[CH:21][CH:22]=3)=[C:12]([CH3:24])[CH:11]=2)[C:4]=1[NH2:25].[CH2:26]([NH:31][C:32](=[O:38])[O:33][C:34]([CH3:37])([CH3:36])[CH3:35])/[CH:27]=[CH:28]/[C:29]#[CH:30]. (9) Given the product [Cl:1][C:2]1[N:7]=[C:6]([O:18][CH:16]([CH3:17])[CH3:15])[CH:5]=[CH:4][N:3]=1, predict the reactants needed to synthesize it. The reactants are: [Cl:1][C:2]1[N:7]=[C:6](Cl)[CH:5]=[CH:4][N:3]=1.C(=O)([O-])[O-].[Cs+].[Cs+].[CH3:15][CH:16]([OH:18])[CH3:17].